Dataset: Full USPTO retrosynthesis dataset with 1.9M reactions from patents (1976-2016). Task: Predict the reactants needed to synthesize the given product. (1) Given the product [F:1][C:2]1[CH:3]=[C:4]2[C:8](=[CH:9][CH:10]=1)[N:7]([CH2:16][C:17]1[O:18][C:19]([C:22]([F:25])([F:24])[F:23])=[CH:20][CH:21]=1)[C:6](=[O:11])[C:5]2=[O:12], predict the reactants needed to synthesize it. The reactants are: [F:1][C:2]1[CH:3]=[C:4]2[C:8](=[CH:9][CH:10]=1)[NH:7][C:6](=[O:11])[C:5]2=[O:12].[H-].[Na+].Br[CH2:16][C:17]1[O:18][C:19]([C:22]([F:25])([F:24])[F:23])=[CH:20][CH:21]=1.C(OCC)C. (2) Given the product [C:1]([C:4]1[CH:12]=[C:11]2[C:7]([C:8]([CH:14]([C:34]3[CH:42]=[CH:41][C:37]4[O:38][CH2:39][O:40][C:36]=4[CH:35]=3)[C:15]([NH:17][S:18]([C:21]3[CH:22]=[CH:23][C:24]([CH2:27][CH2:28][C:29]([O:31][CH2:32][CH3:33])=[O:30])=[CH:25][CH:26]=3)(=[O:20])=[O:19])=[O:16])=[CH:9][N:10]2[CH3:13])=[CH:6][CH:5]=1)(=[O:3])[NH2:2], predict the reactants needed to synthesize it. The reactants are: [C:1]([C:4]1[CH:12]=[C:11]2[C:7]([C:8]([CH:14]([C:34]3[CH:42]=[CH:41][C:37]4[O:38][CH2:39][O:40][C:36]=4[CH:35]=3)[C:15]([NH:17][S:18]([C:21]3[CH:26]=[CH:25][C:24](/[CH:27]=[CH:28]/[C:29]([O:31][CH2:32][CH3:33])=[O:30])=[CH:23][CH:22]=3)(=[O:20])=[O:19])=[O:16])=[CH:9][N:10]2[CH3:13])=[CH:6][CH:5]=1)(=[O:3])[NH2:2].[H][H]. (3) Given the product [F:31][C:20]([F:19])([C:27]([F:28])([F:29])[F:30])[C:21]([F:25])([F:26])[C:1]([O:4][O:8][C:5](=[O:6])[C:21]([F:26])([F:25])[C:20]([F:31])([F:19])[C:27]([F:30])([F:29])[F:28])=[O:3], predict the reactants needed to synthesize it. The reactants are: [C:1]([O-:4])([O-:3])=O.[C:5]([O-:8])([O-])=[O:6].OO.OO.OO.[Na+].[Na+].[Na+].[Na+].[F:19][C:20]([F:31])([C:27]([F:30])([F:29])[F:28])[C:21]([F:26])([F:25])C(Cl)=O. (4) Given the product [CH3:46][O:45][C:42]1[CH:41]=[CH:40][C:39]([CH2:38][O:37][C:27]2[CH:28]=[C:29]([N:31]3[CH2:32][CH2:33][O:34][CH2:35][CH2:36]3)[CH:30]=[C:25]([C:7]3[C:8]4[O:9][C:10]5[C:15](=[CH:14][C:13]([N+:21]([O-:23])=[O:22])=[CH:12][CH:11]=5)[CH2:16][C:17]=4[CH:18]=[CH:19][CH:20]=3)[N:26]=2)=[CH:44][CH:43]=1, predict the reactants needed to synthesize it. The reactants are: C([O-])(=O)C.[K+].Br[C:7]1[CH:20]=[CH:19][CH:18]=[C:17]2[C:8]=1[O:9][C:10]1[CH:11]=[CH:12][C:13]([N+:21]([O-:23])=[O:22])=[CH:14][C:15]=1[CH2:16]2.Cl[C:25]1[CH:30]=[C:29]([N:31]2[CH2:36][CH2:35][O:34][CH2:33][CH2:32]2)[CH:28]=[C:27]([O:37][CH2:38][C:39]2[CH:44]=[CH:43][C:42]([O:45][CH3:46])=[CH:41][CH:40]=2)[N:26]=1.C(=O)([O-])[O-].[K+].[K+].C1(P(C2CCCCC2)C2C=CC=CC=2C2C(C(C)C)=CC(C(C)C)=CC=2C(C)C)CCCCC1. (5) Given the product [Br:1][C:2]1[C:10]([OH:11])=[CH:9][C:5]([C:6]([O:8][CH3:14])=[O:7])=[CH:4][C:3]=1[OH:12], predict the reactants needed to synthesize it. The reactants are: [Br:1][C:2]1[C:10]([OH:11])=[CH:9][C:5]([C:6]([OH:8])=[O:7])=[CH:4][C:3]=1[OH:12].Cl.[CH3:14]O. (6) Given the product [Cl:15][C:13]1[C:12]2[CH:16]=[CH:17][CH:18]=[CH:19][C:11]=2[S:10][C:9]2[CH:20]=[CH:21][C:6]([C:4](=[O:5])[CH2:4][CH2:6][CH2:7][CH3:8])=[CH:7][C:8]=2[N:14]=1, predict the reactants needed to synthesize it. The reactants are: CON(C)[C:4]([C:6]1[CH:21]=[CH:20][C:9]2[S:10][C:11]3[CH:19]=[CH:18][CH:17]=[CH:16][C:12]=3[C:13]([Cl:15])=[N:14][C:8]=2[CH:7]=1)=[O:5].[Cl-].[Mg+2].[Cl-]. (7) Given the product [CH2:1]([O:8][C:9]([N:11]1[C@H:16]([CH3:17])[CH2:15][CH2:14][C@@H:13]([C:18]2[O:19][C:20]([CH3:27])=[C:21]([C:23]([O:25][CH3:26])=[O:24])[N:22]=2)[CH2:12]1)=[O:10])[C:2]1[CH:7]=[CH:6][CH:5]=[CH:4][CH:3]=1, predict the reactants needed to synthesize it. The reactants are: [CH2:1]([O:8][C:9]([N:11]1[C@H:16]([CH3:17])[CH2:15][CH2:14][C@@H:13]([C:18]2[O:19][CH:20]([CH3:27])[CH:21]([C:23]([O:25][CH3:26])=[O:24])[N:22]=2)[CH2:12]1)=[O:10])[C:2]1[CH:7]=[CH:6][CH:5]=[CH:4][CH:3]=1.O. (8) Given the product [Br:12][C:8]1[C:7]([CH2:9][CH3:10])=[CH:6][C:5]([OH:11])=[CH:4][C:3]=1[CH2:1][CH3:2], predict the reactants needed to synthesize it. The reactants are: [CH2:1]([C:3]1[CH:4]=[C:5]([OH:11])[CH:6]=[C:7]([CH2:9][CH3:10])[CH:8]=1)[CH3:2].[Br-:12].[Br-].[Br-].C([N+](CCCC)(CCCC)CCCC)CCC.C([N+](CCCC)(CCCC)CCCC)CCC.C([N+](CCCC)(CCCC)CCCC)CCC.